Dataset: Orexin1 receptor HTS with 218,158 compounds and 233 confirmed actives. Task: Binary Classification. Given a drug SMILES string, predict its activity (active/inactive) in a high-throughput screening assay against a specified biological target. (1) The compound is O1CCN(CC1)c1nc(nc(n1)N)COc1ccc(cc1)C(OC)=O. The result is 0 (inactive). (2) The compound is s1c(N(C(=O)C2CN(C(=O)C2)Cc2ccccc2)CCOC)nc(c1)c1ccc([N+]([O-])=O)cc1. The result is 0 (inactive). (3) The drug is Clc1c(c2n(c(=S)n(n2)CC(=O)NCCc2ccccc2)CC)cccc1. The result is 0 (inactive). (4) The drug is S(=O)(=O)(/N=C1\c2c(C(=O)C=C1)cccc2)c1ccc(CC)cc1. The result is 0 (inactive). (5) The compound is O(c1c(NC(=O)C(C)C)cc(c2nc3n(c2)cccn3)cc1)C. The result is 0 (inactive). (6) The result is 0 (inactive). The drug is s1c(N2C(C(=C(O)C2=O)C(=O)C)c2c(OC)cc(OC)cc2)ncc1. (7) The compound is S(=O)(=O)(N1CCOCC1)c1cc([N+]([O-])=O)c(N2CCC(CC2)C(=O)NCc2occc2)cc1. The result is 0 (inactive).